Dataset: Forward reaction prediction with 1.9M reactions from USPTO patents (1976-2016). Task: Predict the product of the given reaction. (1) Given the reactants [I:1][C:2]1[CH:7]=[CH:6][C:5]([N:8]2[CH:13]=[CH:12][CH:11]=[CH:10][C:9]2=S)=[CH:4][CH:3]=1.CI.[CH3:17][O:18][C:19]1[CH:24]=[CH:23][C:22]([NH2:25])=[CH:21][CH:20]=1, predict the reaction product. The product is: [I:1][C:2]1[CH:7]=[CH:6][C:5]([N:8]2[CH:13]=[CH:12][CH:11]=[CH:10]/[C:9]/2=[N:25]\[C:22]2[CH:23]=[CH:24][C:19]([O:18][CH3:17])=[CH:20][CH:21]=2)=[CH:4][CH:3]=1. (2) Given the reactants [F:1][C:2]1[CH:7]=[CH:6][C:5]([C:8]2[N:9]([CH:18]([CH3:20])[CH3:19])[N:10]=[C:11]3[C:17]=2[CH2:16][CH2:15][NH:14][CH2:13][CH2:12]3)=[CH:4][CH:3]=1.[CH2:21]=O, predict the reaction product. The product is: [F:1][C:2]1[CH:7]=[CH:6][C:5]([C:8]2[N:9]([CH:18]([CH3:20])[CH3:19])[N:10]=[C:11]3[C:17]=2[CH2:16][CH2:15][N:14]([CH3:21])[CH2:13][CH2:12]3)=[CH:4][CH:3]=1.